Dataset: NCI-60 drug combinations with 297,098 pairs across 59 cell lines. Task: Regression. Given two drug SMILES strings and cell line genomic features, predict the synergy score measuring deviation from expected non-interaction effect. (1) Drug 1: COC1=C(C=C2C(=C1)N=CN=C2NC3=CC(=C(C=C3)F)Cl)OCCCN4CCOCC4. Drug 2: CCC1=CC2CC(C3=C(CN(C2)C1)C4=CC=CC=C4N3)(C5=C(C=C6C(=C5)C78CCN9C7C(C=CC9)(C(C(C8N6C)(C(=O)OC)O)OC(=O)C)CC)OC)C(=O)OC.C(C(C(=O)O)O)(C(=O)O)O. Cell line: HT29. Synergy scores: CSS=60.3, Synergy_ZIP=-8.34, Synergy_Bliss=-10.1, Synergy_Loewe=-20.4, Synergy_HSA=-7.66. (2) Drug 1: CC=C1C(=O)NC(C(=O)OC2CC(=O)NC(C(=O)NC(CSSCCC=C2)C(=O)N1)C(C)C)C(C)C. Drug 2: CC12CCC3C(C1CCC2O)C(CC4=C3C=CC(=C4)O)CCCCCCCCCS(=O)CCCC(C(F)(F)F)(F)F. Cell line: K-562. Synergy scores: CSS=62.6, Synergy_ZIP=6.03, Synergy_Bliss=5.48, Synergy_Loewe=-57.3, Synergy_HSA=7.93. (3) Drug 1: CS(=O)(=O)C1=CC(=C(C=C1)C(=O)NC2=CC(=C(C=C2)Cl)C3=CC=CC=N3)Cl. Drug 2: CCC1(CC2CC(C3=C(CCN(C2)C1)C4=CC=CC=C4N3)(C5=C(C=C6C(=C5)C78CCN9C7C(C=CC9)(C(C(C8N6C)(C(=O)OC)O)OC(=O)C)CC)OC)C(=O)OC)O.OS(=O)(=O)O. Cell line: MOLT-4. Synergy scores: CSS=64.2, Synergy_ZIP=13.3, Synergy_Bliss=17.6, Synergy_Loewe=-16.5, Synergy_HSA=15.9. (4) Drug 1: CC1=C(C=C(C=C1)C(=O)NC2=CC(=CC(=C2)C(F)(F)F)N3C=C(N=C3)C)NC4=NC=CC(=N4)C5=CN=CC=C5. Drug 2: C(CCl)NC(=O)N(CCCl)N=O. Cell line: MOLT-4. Synergy scores: CSS=19.4, Synergy_ZIP=4.00, Synergy_Bliss=4.09, Synergy_Loewe=10.4, Synergy_HSA=5.71. (5) Drug 1: CC1CCC2CC(C(=CC=CC=CC(CC(C(=O)C(C(C(=CC(C(=O)CC(OC(=O)C3CCCCN3C(=O)C(=O)C1(O2)O)C(C)CC4CCC(C(C4)OC)O)C)C)O)OC)C)C)C)OC. Drug 2: C(CCl)NC(=O)N(CCCl)N=O. Cell line: NCI-H460. Synergy scores: CSS=28.0, Synergy_ZIP=-8.48, Synergy_Bliss=-1.45, Synergy_Loewe=-39.4, Synergy_HSA=-0.313. (6) Drug 1: C1C(C(OC1N2C=NC(=NC2=O)N)CO)O. Drug 2: C(CCl)NC(=O)N(CCCl)N=O. Cell line: NCI-H460. Synergy scores: CSS=7.33, Synergy_ZIP=-3.18, Synergy_Bliss=-1.63, Synergy_Loewe=-3.95, Synergy_HSA=-0.782. (7) Drug 1: CS(=O)(=O)C1=CC(=C(C=C1)C(=O)NC2=CC(=C(C=C2)Cl)C3=CC=CC=N3)Cl. Drug 2: CC1C(C(CC(O1)OC2CC(CC3=C2C(=C4C(=C3O)C(=O)C5=CC=CC=C5C4=O)O)(C(=O)C)O)N)O. Cell line: SK-MEL-28. Synergy scores: CSS=57.8, Synergy_ZIP=-2.89, Synergy_Bliss=0.762, Synergy_Loewe=1.56, Synergy_HSA=4.60. (8) Drug 1: C1CCN(CC1)CCOC2=CC=C(C=C2)C(=O)C3=C(SC4=C3C=CC(=C4)O)C5=CC=C(C=C5)O. Drug 2: C1CN(CCN1C(=O)CCBr)C(=O)CCBr. Cell line: UO-31. Synergy scores: CSS=8.36, Synergy_ZIP=-2.77, Synergy_Bliss=1.01, Synergy_Loewe=2.26, Synergy_HSA=2.04.